Dataset: Full USPTO retrosynthesis dataset with 1.9M reactions from patents (1976-2016). Task: Predict the reactants needed to synthesize the given product. Given the product [ClH:31].[C:22]([NH:21][C:12]1([C:15]2[CH:20]=[CH:19][CH:18]=[CH:17][CH:16]=2)[CH2:13][CH2:14][N:9]([CH2:8][C@@H:6]2[CH2:7][C@:5]2([C:25]2[CH:30]=[CH:29][C:28]([Cl:31])=[C:27]([Cl:32])[CH:26]=2)[C:3]([OH:4])=[O:2])[CH2:10][CH2:11]1)(=[O:24])[CH3:23], predict the reactants needed to synthesize it. The reactants are: C[O:2][C:3]([C@@:5]1([C:25]2[CH:30]=[CH:29][C:28]([Cl:31])=[C:27]([Cl:32])[CH:26]=2)[CH2:7][C@H:6]1[CH2:8][N:9]1[CH2:14][CH2:13][C:12]([NH:21][C:22](=[O:24])[CH3:23])([C:15]2[CH:20]=[CH:19][CH:18]=[CH:17][CH:16]=2)[CH2:11][CH2:10]1)=[O:4].[OH-].[Li+].Cl.